Task: Predict the reactants needed to synthesize the given product.. Dataset: Full USPTO retrosynthesis dataset with 1.9M reactions from patents (1976-2016) (1) Given the product [ClH:22].[NH2:8][CH2:9][C:10]([NH:12][C@H:13]([C:18]([O:20][CH3:21])=[O:19])[C@H:14]([CH2:16][CH3:17])[CH3:15])=[O:11], predict the reactants needed to synthesize it. The reactants are: C(OC([NH:8][CH2:9][C:10]([NH:12][C@H:13]([C:18]([O:20][CH3:21])=[O:19])[C@H:14]([CH2:16][CH3:17])[CH3:15])=[O:11])=O)(C)(C)C.[ClH:22]. (2) Given the product [C:18]([O:17][C:15]([N:7]1[C:3]([C:2]([F:13])([F:1])[F:14])=[CH:4][C:5]([C:8]2[S:9][CH:10]=[CH:11][CH:12]=2)=[N:6]1)=[O:16])([CH3:21])([CH3:20])[CH3:19], predict the reactants needed to synthesize it. The reactants are: [F:1][C:2]([F:14])([F:13])[C:3]1[NH:7][N:6]=[C:5]([C:8]2[S:9][CH:10]=[CH:11][CH:12]=2)[CH:4]=1.[C:15](O[C:15]([O:17][C:18]([CH3:21])([CH3:20])[CH3:19])=[O:16])([O:17][C:18]([CH3:21])([CH3:20])[CH3:19])=[O:16]. (3) Given the product [Cl:29][CH2:23][C:18]1[CH2:19][CH2:20][CH2:21][CH2:22][C:17]=1[C:12]1[CH:13]=[CH:14][CH:15]=[CH:16][C:11]=1[F:10], predict the reactants needed to synthesize it. The reactants are: C(N(CC)C(C)C)(C)C.[F:10][C:11]1[CH:16]=[CH:15][CH:14]=[CH:13][C:12]=1[C:17]1[CH2:22][CH2:21][CH2:20][CH2:19][C:18]=1[CH2:23]O.CS([Cl:29])(=O)=O.O. (4) Given the product [NH2:21][C:17]1[CH:18]=[C:19]([Cl:20])[C:14]([O:13][C:9]2[CH:8]=[C:7]([CH:12]=[CH:11][CH:10]=2)[C:6]([NH:5][C:1]([CH3:4])([CH3:3])[CH3:2])=[O:24])=[N:15][CH:16]=1, predict the reactants needed to synthesize it. The reactants are: [C:1]([NH:5][C:6](=[O:24])[C:7]1[CH:12]=[CH:11][CH:10]=[C:9]([O:13][C:14]2[C:19]([Cl:20])=[CH:18][C:17]([N+:21]([O-])=O)=[CH:16][N:15]=2)[CH:8]=1)([CH3:4])([CH3:3])[CH3:2].[Cl-].[Ca+2].[Cl-].O.